The task is: Predict the product of the given reaction.. This data is from Forward reaction prediction with 1.9M reactions from USPTO patents (1976-2016). Given the reactants [Cl:1][C:2]1[CH:3]=[C:4]([CH:12]=[CH:13][CH:14]=1)[CH2:5][C:6]1OC(=O)[S:8][N:7]=1.[S:15]([C:25]#[N:26])([C:18]1[CH:24]=[CH:23][C:21]([CH3:22])=[CH:20][CH:19]=1)(=[O:17])=[O:16], predict the reaction product. The product is: [Cl:1][C:2]1[CH:3]=[C:4]([CH:12]=[CH:13][CH:14]=1)[CH2:5][C:6]1[N:26]=[C:25]([S:15]([C:18]2[CH:24]=[CH:23][C:21]([CH3:22])=[CH:20][CH:19]=2)(=[O:17])=[O:16])[S:8][N:7]=1.